Dataset: Forward reaction prediction with 1.9M reactions from USPTO patents (1976-2016). Task: Predict the product of the given reaction. (1) The product is: [C:4]([CH2:5][S:6][CH2:7][CH2:8][CH2:9][C:10]([OH:12])=[O:11])([OH:15])=[O:3]. Given the reactants C([O:3][C:4](=[O:15])[CH2:5][S:6][CH2:7][CH2:8][CH2:9][C:10]([O:12]CC)=[O:11])C, predict the reaction product. (2) Given the reactants Cl[C:2]([O:4][C:5]1[CH:10]=[CH:9][C:8]([N+:11]([O-:13])=[O:12])=[CH:7][CH:6]=1)=[O:3].[O:14]=[C:15]1[N:20]([C:21]2[CH:26]=[CH:25][CH:24]=[C:23]([C:27]([F:30])([F:29])[F:28])[CH:22]=2)[C:19]2[CH2:31][CH2:32][C:33](=[O:34])[C:18]=2[CH:17]([C:35]2[CH:42]=[CH:41][C:38]([C:39]#[N:40])=[CH:37][CH:36]=2)[NH:16]1.C(N(CC)C(C)C)(C)C, predict the reaction product. The product is: [C:39]([C:38]1[CH:37]=[CH:36][C:35]([CH:17]2[N:16]([C:2]([O:4][C:5]3[CH:10]=[CH:9][C:8]([N+:11]([O-:13])=[O:12])=[CH:7][CH:6]=3)=[O:3])[C:15](=[O:14])[N:20]([C:21]3[CH:26]=[CH:25][CH:24]=[C:23]([C:27]([F:30])([F:28])[F:29])[CH:22]=3)[C:19]3[CH2:31][CH2:32][C:33](=[O:34])[C:18]2=3)=[CH:42][CH:41]=1)#[N:40]. (3) Given the reactants [Cl:1][C:2]1[C:7]([OH:8])=[CH:6][CH:5]=[C:4]([CH3:9])[N:3]=1.[Cl:10][C:11]1[CH:16]=[C:15](I)[CH:14]=[CH:13][N:12]=1.C([O-])([O-])=O.[Cs+].[Cs+], predict the reaction product. The product is: [Cl:1][C:2]1[C:7]([O:8][C:15]2[CH:14]=[CH:13][N:12]=[C:11]([Cl:10])[CH:16]=2)=[CH:6][CH:5]=[C:4]([CH3:9])[N:3]=1. (4) Given the reactants C[O:2][C:3]([C:5]1[C:10]([N:11]([C:18]([O:20][C:21]([CH3:24])([CH3:23])[CH3:22])=[O:19])[C:12]2[CH:13]=[N:14][CH:15]=[CH:16][CH:17]=2)=[N:9][CH:8]=[CH:7][N:6]=1)=[O:4].CO.O.O.[OH-].[Li+], predict the reaction product. The product is: [C:21]([O:20][C:18]([N:11]([C:12]1[CH:13]=[N:14][CH:15]=[CH:16][CH:17]=1)[C:10]1[C:5]([C:3]([OH:4])=[O:2])=[N:6][CH:7]=[CH:8][N:9]=1)=[O:19])([CH3:24])([CH3:22])[CH3:23]. (5) The product is: [OH:4][CH2:3][C:5]1([NH:8][C:9](=[O:25])[O:10][CH2:11][CH:12]2[C:24]3[CH:23]=[CH:22][CH:21]=[CH:20][C:19]=3[C:18]3[C:13]2=[CH:14][CH:15]=[CH:16][CH:17]=3)[CH2:7][CH2:6][CH2:37][CH2:33][CH2:34]1. Given the reactants CO[C:3]([C:5]1([NH:8][C:9](=[O:25])[O:10][CH2:11][CH:12]2[C:24]3[CH:23]=[CH:22][CH:21]=[CH:20][C:19]=3[C:18]3[C:13]2=[CH:14][CH:15]=[CH:16][CH:17]=3)[CH2:7][CH2:6]1)=[O:4].[H-].[H-].[H-].[H-].[Li+].[Al+3].O.[CH2:33]1[CH2:37]OC[CH2:34]1, predict the reaction product.